From a dataset of Full USPTO retrosynthesis dataset with 1.9M reactions from patents (1976-2016). Predict the reactants needed to synthesize the given product. (1) The reactants are: [CH3:1][C:2]1[C:3]([C:9]#[N:10])=[N:4][C:5]([CH3:8])=[CH:6][CH:7]=1.O.C([O-])(O)=[O:13].[Na+]. Given the product [OH:13][CH2:8][C:5]1[N:4]=[C:3]([C:9]#[N:10])[C:2]([CH3:1])=[CH:7][CH:6]=1, predict the reactants needed to synthesize it. (2) Given the product [CH3:41][O:40][C:34]1[CH:33]=[C:32]([O:26][CH2:25][C:11]2[S:10][C:9]([C:6]3[CH:7]=[CH:8][C:3]([C:2]([F:1])([F:27])[F:28])=[CH:4][CH:5]=3)=[N:13][C:12]=2[CH2:14][N:15]2[CH2:20][CH2:19][CH:18]([C:21]([F:22])([F:24])[F:23])[CH2:17][CH2:16]2)[CH:39]=[CH:38][C:35]=1[C:36]#[N:37], predict the reactants needed to synthesize it. The reactants are: [F:1][C:2]([F:28])([F:27])[C:3]1[CH:8]=[CH:7][C:6]([C:9]2[S:10][C:11]([CH2:25][OH:26])=[C:12]([CH2:14][N:15]3[CH2:20][CH2:19][CH:18]([C:21]([F:24])([F:23])[F:22])[CH2:17][CH2:16]3)[N:13]=2)=[CH:5][CH:4]=1.[H-].[Na+].F[C:32]1[CH:39]=[CH:38][C:35]([C:36]#[N:37])=[C:34]([O:40][CH3:41])[CH:33]=1. (3) Given the product [Cl:6][C:7]1[CH:8]=[CH:9][C:10]([O:30][C:2]([O:4][CH3:5])=[O:3])=[C:11]([CH:29]=1)[C:12]([NH:14][C:15]1[CH:20]=[C:19]([C:21]([F:24])([F:23])[F:22])[CH:18]=[C:17]([C:25]([F:26])([F:27])[F:28])[CH:16]=1)=[O:13], predict the reactants needed to synthesize it. The reactants are: Cl[C:2]([O:4][CH3:5])=[O:3].[Cl:6][C:7]1[CH:8]=[CH:9][C:10]([OH:30])=[C:11]([CH:29]=1)[C:12]([NH:14][C:15]1[CH:20]=[C:19]([C:21]([F:24])([F:23])[F:22])[CH:18]=[C:17]([C:25]([F:28])([F:27])[F:26])[CH:16]=1)=[O:13].O. (4) Given the product [Br:6][C:7]1[CH:8]=[C:9]([CH:10]=[CH2:2])[CH:12]=[C:13]([O:15][CH2:16][O:17][CH3:18])[CH:14]=1, predict the reactants needed to synthesize it. The reactants are: [Li][CH2:2]CCC.[Br:6][C:7]1[CH:8]=[C:9]([CH:12]=[C:13]([O:15][CH2:16][O:17][CH3:18])[CH:14]=1)[CH:10]=O.C([O-])(O)=O.[Na+]. (5) Given the product [CH:20]([C:10]1[NH:11][C:12]([C:13]2[CH:18]=[CH:17][CH:16]=[C:15]([CH3:19])[N:14]=2)=[C:8]([C:4]2[CH:3]=[C:2]([C:28]3[CH:29]=[CH:30][C:25]([C:24]([F:35])([F:34])[F:23])=[CH:26][CH:27]=3)[CH:7]=[CH:6][CH:5]=2)[N:9]=1)([CH3:22])[CH3:21], predict the reactants needed to synthesize it. The reactants are: Br[C:2]1[CH:3]=[C:4]([C:8]2[N:9]=[C:10]([CH:20]([CH3:22])[CH3:21])[NH:11][C:12]=2[C:13]2[CH:18]=[CH:17][CH:16]=[C:15]([CH3:19])[N:14]=2)[CH:5]=[CH:6][CH:7]=1.[F:23][C:24]([F:35])([F:34])[C:25]1[CH:30]=[CH:29][C:28](B(O)O)=[CH:27][CH:26]=1. (6) Given the product [S:1]([O-:5])([O-:4])(=[O:3])=[O:2].[Cl:11][Nb:12]([Cl:16])([Cl:15])([Cl:14])[Cl:13].[O:19]=[C:20]1[O:26][C@H:25]([C@H:27]([CH2:29][OH:30])[OH:28])[C:23]([OH:24])=[C:21]1[OH:22].[OH2:7].[OH2:2].[OH2:2].[OH2:2].[OH2:2].[OH2:2].[OH2:2].[S:6]([O-:10])([O-:9])(=[O:8])=[O:7].[Fe+2:18], predict the reactants needed to synthesize it. The reactants are: [S:1]([O-:5])([O-:4])(=[O:3])=[O:2].[S:6](=[O:10])(=[O:9])([OH:8])[OH:7].[Cl-:11].[Nb+5:12].[Cl-:13].[Cl-:14].[Cl-:15].[Cl-:16].[Nb].[Fe:18].[O:19]=[C:20]1[O:26][C@H:25]([C@H:27]([CH2:29][OH:30])[OH:28])[C:23]([OH:24])=[C:21]1[OH:22]. (7) Given the product [CH3:37][O:38][N:39]=[C:15]1[C:16]2[C:11](=[CH:10][C:9]([O:8][CH2:7][CH2:6][CH2:5][O:4][C:3]3[C:2]([Cl:1])=[CH:23][C:22]([O:24][CH2:25][CH:26]=[C:27]([Cl:28])[Cl:29])=[CH:21][C:20]=3[Cl:30])=[CH:18][CH:17]=2)[CH2:12][CH2:13][CH2:14]1, predict the reactants needed to synthesize it. The reactants are: [Cl:1][C:2]1[CH:23]=[C:22]([O:24][CH2:25][CH:26]=[C:27]([Cl:29])[Cl:28])[CH:21]=[C:20]([Cl:30])[C:3]=1[O:4][CH2:5][CH2:6][CH2:7][O:8][C:9]1[CH:10]=[C:11]2[C:16](=[CH:17][CH:18]=1)[C:15](=O)[CH2:14][CH2:13][CH2:12]2.C([O-])(=O)C.[Na+].Cl.[CH3:37][O:38][NH2:39].O.